Dataset: Peptide-MHC class I binding affinity with 185,985 pairs from IEDB/IMGT. Task: Regression. Given a peptide amino acid sequence and an MHC pseudo amino acid sequence, predict their binding affinity value. This is MHC class I binding data. (1) The peptide sequence is VSFRYEDQ. The MHC is H-2-Kb with pseudo-sequence H-2-Kb. The binding affinity (normalized) is 0.691. (2) The peptide sequence is GSTAEQLSKY. The MHC is HLA-A33:01 with pseudo-sequence HLA-A33:01. The binding affinity (normalized) is 0.